Task: Regression. Given two drug SMILES strings and cell line genomic features, predict the synergy score measuring deviation from expected non-interaction effect.. Dataset: NCI-60 drug combinations with 297,098 pairs across 59 cell lines (1) Drug 1: CN(C(=O)NC(C=O)C(C(C(CO)O)O)O)N=O. Drug 2: C1C(C(OC1N2C=NC3=C2NC=NCC3O)CO)O. Cell line: SK-MEL-2. Synergy scores: CSS=75.9, Synergy_ZIP=4.95, Synergy_Bliss=3.24, Synergy_Loewe=1.98, Synergy_HSA=3.23. (2) Drug 1: C1CC(C1)(C2=CC=C(C=C2)C3=C(C=C4C(=N3)C=CN5C4=NNC5=O)C6=CC=CC=C6)N. Drug 2: B(C(CC(C)C)NC(=O)C(CC1=CC=CC=C1)NC(=O)C2=NC=CN=C2)(O)O. Cell line: SW-620. Synergy scores: CSS=51.5, Synergy_ZIP=-0.837, Synergy_Bliss=0.0936, Synergy_Loewe=-2.05, Synergy_HSA=0.748. (3) Drug 1: CC1C(C(CC(O1)OC2CC(OC(C2O)C)OC3=CC4=CC5=C(C(=O)C(C(C5)C(C(=O)C(C(C)O)O)OC)OC6CC(C(C(O6)C)O)OC7CC(C(C(O7)C)O)OC8CC(C(C(O8)C)O)(C)O)C(=C4C(=C3C)O)O)O)O. Drug 2: N.N.Cl[Pt+2]Cl. Cell line: MOLT-4. Synergy scores: CSS=65.7, Synergy_ZIP=0.459, Synergy_Bliss=0.964, Synergy_Loewe=-1.69, Synergy_HSA=1.86. (4) Drug 1: CC1OCC2C(O1)C(C(C(O2)OC3C4COC(=O)C4C(C5=CC6=C(C=C35)OCO6)C7=CC(=C(C(=C7)OC)O)OC)O)O. Drug 2: C1CN1P(=S)(N2CC2)N3CC3. Cell line: HS 578T. Synergy scores: CSS=26.1, Synergy_ZIP=-1.78, Synergy_Bliss=0.515, Synergy_Loewe=3.57, Synergy_HSA=4.39. (5) Drug 1: CC1OCC2C(O1)C(C(C(O2)OC3C4COC(=O)C4C(C5=CC6=C(C=C35)OCO6)C7=CC(=C(C(=C7)OC)O)OC)O)O. Drug 2: CCC1=C2CN3C(=CC4=C(C3=O)COC(=O)C4(CC)O)C2=NC5=C1C=C(C=C5)O. Cell line: TK-10. Synergy scores: CSS=29.7, Synergy_ZIP=-10.4, Synergy_Bliss=-0.612, Synergy_Loewe=1.38, Synergy_HSA=3.03. (6) Cell line: M14. Synergy scores: CSS=-1.52, Synergy_ZIP=0.820, Synergy_Bliss=1.31, Synergy_Loewe=-1.20, Synergy_HSA=-1.26. Drug 1: C1=NC2=C(N=C(N=C2N1C3C(C(C(O3)CO)O)F)Cl)N. Drug 2: CC12CCC3C(C1CCC2O)C(CC4=C3C=CC(=C4)O)CCCCCCCCCS(=O)CCCC(C(F)(F)F)(F)F.